The task is: Predict the reactants needed to synthesize the given product.. This data is from Full USPTO retrosynthesis dataset with 1.9M reactions from patents (1976-2016). (1) Given the product [CH3:22][O:21][C:14]1[CH:13]=[C:12]([O:11][CH2:10][CH2:9][CH2:8][N:5]2[CH2:6][CH2:7][N:2]([CH3:1])[CH2:3][CH2:4]2)[CH:17]=[CH:16][C:15]=1[NH2:18], predict the reactants needed to synthesize it. The reactants are: [CH3:1][N:2]1[CH2:7][CH2:6][N:5]([CH2:8][CH2:9][CH2:10][O:11][C:12]2[CH:17]=[CH:16][C:15]([N+:18]([O-])=O)=[C:14]([O:21][CH3:22])[CH:13]=2)[CH2:4][CH2:3]1. (2) Given the product [NH2:19][C:11]1[O:12][C@H:13]([C:15]([F:18])([F:17])[F:16])[CH2:14][C@:9]([C:4]2[CH:3]=[C:2]([NH:30][C:28](=[O:29])[C:25]3[CH:24]=[CH:23][C:22]([Cl:21])=[CH:27][N:26]=3)[CH:7]=[N:6][C:5]=2[F:8])([CH3:20])[N:10]=1, predict the reactants needed to synthesize it. The reactants are: Br[C:2]1[CH:3]=[C:4]([C@:9]2([CH3:20])[CH2:14][C@@H:13]([C:15]([F:18])([F:17])[F:16])[O:12][C:11]([NH2:19])=[N:10]2)[C:5]([F:8])=[N:6][CH:7]=1.[Cl:21][C:22]1[CH:23]=[CH:24][C:25]([C:28]([NH2:30])=[O:29])=[N:26][CH:27]=1.C(=O)([O-])[O-].[K+].[K+].CN[C@@H]1CCCC[C@H]1NC. (3) Given the product [O:4]1[C:5]2([CH2:6][CH2:7][CH:8]([C:11]3[CH:12]=[CH:13][C:14](=[O:17])[NH:15][CH:16]=3)[CH2:9][CH2:10]2)[O:1][CH2:2][CH2:3]1, predict the reactants needed to synthesize it. The reactants are: [O:1]1[C:5]2([CH2:10][CH2:9][C:8]([C:11]3[CH:12]=[CH:13][C:14](=[O:17])[NH:15][CH:16]=3)=[CH:7][CH2:6]2)[O:4][CH2:3][CH2:2]1.[H][H]. (4) Given the product [C:24]1([CH:23]([C:17]2[CH:22]=[CH:21][CH:20]=[CH:19][CH:18]=2)[N:30]2[C:38]3[C:33](=[CH:34][CH:35]=[CH:36][CH:37]=3)[C:32]([OH:39])([C:58]3[C:59]([OH:61])=[CH:60][C:55]4[O:54][CH2:53][C:52]([CH3:62])([CH3:51])[C:56]=4[CH:57]=3)[C:31]2=[O:40])[CH:29]=[CH:28][CH:27]=[CH:26][CH:25]=1, predict the reactants needed to synthesize it. The reactants are: C1(CCN2C3C(=CC=CC=3)C(=O)C2=O)CC1.[C:17]1([CH:23]([N:30]2[C:38]3[C:33](=[CH:34][CH:35]=[CH:36][CH:37]=3)[C:32](=[O:39])[C:31]2=[O:40])[C:24]2[CH:29]=[CH:28][CH:27]=[CH:26][CH:25]=2)[CH:22]=[CH:21][CH:20]=[CH:19][CH:18]=1.O1C2C=CC(O)=CC=2OC1.[CH3:51][C:52]1([CH3:62])[C:56]2[CH:57]=[CH:58][C:59]([OH:61])=[CH:60][C:55]=2[O:54][CH2:53]1. (5) Given the product [CH3:30][C:29]1[C:24]([C:23]([NH:22][C:19]2[CH:18]=[N:17][C:16]([C:14]3[CH:15]=[C:10]([C:2]#[C:1][C:3]4[CH:4]=[N:5][CH:6]=[CH:7][CH:8]=4)[CH:11]=[CH:12][C:13]=3[CH3:32])=[CH:21][N:20]=2)=[O:31])=[CH:25][N:26]=[CH:27][CH:28]=1, predict the reactants needed to synthesize it. The reactants are: [C:1]([C:3]1[CH:4]=[N:5][CH:6]=[CH:7][CH:8]=1)#[CH:2].I[C:10]1[CH:11]=[CH:12][C:13]([CH3:32])=[C:14]([C:16]2[N:17]=[CH:18][C:19]([NH:22][C:23](=[O:31])[C:24]3[C:29]([CH3:30])=[CH:28][CH:27]=[N:26][CH:25]=3)=[N:20][CH:21]=2)[CH:15]=1.